Dataset: Reaction yield outcomes from USPTO patents with 853,638 reactions. Task: Predict the reaction yield, written as a fraction of the theoretical maximum amount of product (1.0 means a 100% yield; for example, 0.34 means a 34% yield). (1) The reactants are [F:1][CH:2]([F:33])[C:3]1[N:7]([C:8]2[N:13]=[C:12]([N:14]3[CH2:19][CH2:18][O:17][CH2:16][CH2:15]3)[N:11]=[C:10]([O:20][CH:21]3[CH2:26][CH2:25][NH:24][CH2:23][CH2:22]3)[N:9]=2)[C:6]2[CH:27]=[CH:28][CH:29]=[C:30]([O:31][CH3:32])[C:5]=2[N:4]=1.CCN(C(C)C)C(C)C.Cl[CH2:44][CH2:45][S:46](Cl)(=[O:48])=[O:47]. The catalyst is C(Cl)Cl.O. The product is [F:33][CH:2]([F:1])[C:3]1[N:7]([C:8]2[N:13]=[C:12]([N:14]3[CH2:15][CH2:16][O:17][CH2:18][CH2:19]3)[N:11]=[C:10]([O:20][CH:21]3[CH2:26][CH2:25][N:24]([S:46]([CH:45]=[CH2:44])(=[O:48])=[O:47])[CH2:23][CH2:22]3)[N:9]=2)[C:6]2[CH:27]=[CH:28][CH:29]=[C:30]([O:31][CH3:32])[C:5]=2[N:4]=1. The yield is 0.650. (2) The reactants are [Cl-].O[NH3+:3].[C:4](=[O:7])([O-])[OH:5].[Na+].CS(C)=O.[Si]([O:20][C:21]1([CH2:24][O:25][C@H:26]2[CH2:31][CH2:30][C@H:29]([N:32]3[C:37](=[O:38])[C:36]([CH2:39][C:40]4[CH:45]=[CH:44][C:43]([C:46]5[C:47]([C:52]#[N:53])=[CH:48][CH:49]=[CH:50][CH:51]=5)=[CH:42][CH:41]=4)=[C:35]([CH2:54][CH2:55][CH3:56])[N:34]4[N:57]=[CH:58][N:59]=[C:33]34)[CH2:28][CH2:27]2)[CH2:23][CH2:22]1)(C(C)(C)C)(C)C. The catalyst is O.C(OCC)(=O)C. The product is [OH:20][C:21]1([CH2:24][O:25][C@H:26]2[CH2:27][CH2:28][C@H:29]([N:32]3[C:37](=[O:38])[C:36]([CH2:39][C:40]4[CH:41]=[CH:42][C:43]([C:46]5[CH:51]=[CH:50][CH:49]=[CH:48][C:47]=5[C:52]5[NH:53][C:4](=[O:7])[O:5][N:3]=5)=[CH:44][CH:45]=4)=[C:35]([CH2:54][CH2:55][CH3:56])[N:34]4[N:57]=[CH:58][N:59]=[C:33]34)[CH2:30][CH2:31]2)[CH2:22][CH2:23]1. The yield is 0.340. (3) The reactants are Br[C:2]1[N:6]2[N:7]=[C:8]([NH:11][CH:12]3[CH2:17][CH2:16][CH2:15][CH2:14][CH2:13]3)[CH:9]=[CH:10][C:5]2=[N:4][CH:3]=1.Cl.[NH2:19][CH2:20][C:21]1[CH:26]=[CH:25][C:24](B(O)O)=[CH:23][CH:22]=1.P([O-])([O-])([O-])=O.[K+].[K+].[K+].COCCOC. The catalyst is C1C=CC(P(C2C=CC=CC=2)[C-]2C=CC=C2)=CC=1.C1C=CC(P(C2C=CC=CC=2)[C-]2C=CC=C2)=CC=1.Cl[Pd]Cl.[Fe+2].O. The product is [NH2:19][CH2:20][C:21]1[CH:26]=[CH:25][C:24]([C:2]2[N:6]3[N:7]=[C:8]([NH:11][CH:12]4[CH2:17][CH2:16][CH2:15][CH2:14][CH2:13]4)[CH:9]=[CH:10][C:5]3=[N:4][CH:3]=2)=[CH:23][CH:22]=1. The yield is 0.440. (4) The reactants are [C:1]([O:5][C:6](=[O:52])[C@@H:7]([NH:31][C:32](=[O:51])[NH:33][C@@H:34]([CH2:42][CH2:43][C:44]([O:46][C:47]([CH3:50])([CH3:49])[CH3:48])=[O:45])[C:35]([O:37][C:38]([CH3:41])([CH3:40])[CH3:39])=[O:36])[CH2:8][CH2:9][CH2:10][CH2:11][NH:12][C:13](=[O:30])[CH2:14][CH2:15][CH2:16][CH2:17][CH2:18][CH2:19][C:20](ON1C(=O)CCC1=O)=[O:21])([CH3:4])([CH3:3])[CH3:2].[NH2:53][C@@H:54]([CH2:58][CH2:59][CH2:60][CH2:61][N:62]([CH2:70][C:71]1[N:72]([CH3:76])[CH:73]=[CH:74][N:75]=1)[CH2:63][C:64]1[N:65]([CH3:69])[CH:66]=[CH:67][N:68]=1)[C:55]([OH:57])=[O:56].CCN(C(C)C)C(C)C. The yield is 0.180. The product is [CH3:69][N:65]1[CH:66]=[CH:67][N:68]=[C:64]1[CH2:63][N:62]([CH2:70][C:71]1[N:72]([CH3:76])[CH:73]=[CH:74][N:75]=1)[CH2:61][CH2:60][CH2:59][CH2:58][C@@H:54]([C:55]([OH:57])=[O:56])[NH:53][C:20](=[O:21])[CH2:19][CH2:18][CH2:17][CH2:16][CH2:15][CH2:14][C:13](=[O:30])[NH:12][CH2:11][CH2:10][CH2:9][CH2:8][C@@H:7]([C:6]([O:5][C:1]([CH3:4])([CH3:3])[CH3:2])=[O:52])[NH:31][C:32](=[O:51])[NH:33][C@H:34]([C:35]([O:37][C:38]([CH3:39])([CH3:40])[CH3:41])=[O:36])[CH2:42][CH2:43][C:44](=[O:45])[O:46][C:47]([CH3:49])([CH3:50])[CH3:48]. The catalyst is CN(C=O)C.